From a dataset of Full USPTO retrosynthesis dataset with 1.9M reactions from patents (1976-2016). Predict the reactants needed to synthesize the given product. (1) Given the product [CH2:1]([N:8]1[CH2:9][CH2:10][CH:11]([C:14]2[O:15][C:18]([CH3:22])=[C:19]([CH3:20])[N:16]=2)[CH2:12][CH2:13]1)[C:2]1[CH:3]=[CH:4][CH:5]=[CH:6][CH:7]=1, predict the reactants needed to synthesize it. The reactants are: [CH2:1]([N:8]1[CH2:13][CH2:12][CH:11]([C:14]([NH2:16])=[O:15])[CH2:10][CH2:9]1)[C:2]1[CH:7]=[CH:6][CH:5]=[CH:4][CH:3]=1.Cl[CH:18]([CH3:22])[C:19](=O)[CH3:20]. (2) Given the product [NH:1]([C:83]([O:85][C:86]([CH3:87])([CH3:89])[CH3:88])=[O:84])[C@H:2]([C:20]([NH:22][C@H:23]([C:41]([N:43]1[CH2:82][CH2:81][CH2:80][C@H:44]1[C:45]([NH:47][C@H:48]([C:50]([NH:52][C@H:53]([C:70]([OH:72])=[O:71])[CH2:54][CH2:55][CH2:56][CH2:57][NH:58][C:59]([O:61][CH2:62][C:63]1[CH:69]=[CH:68][CH:67]=[CH:66][C:64]=1[Cl:65])=[O:60])=[O:51])[CH3:49])=[O:46])=[O:42])[CH2:24][CH2:25][CH2:26][NH:27][C:28](=[NH:40])[NH:29][S:30]([C:33]1[CH:34]=[CH:35][C:36]([CH3:37])=[CH:38][CH:39]=1)(=[O:32])=[O:31])=[O:21])[CH2:3][CH2:4][CH2:5][NH:6][C:7](=[NH:19])[NH:8][S:9]([C:12]1[CH:13]=[CH:14][C:15]([CH3:16])=[CH:17][CH:18]=1)(=[O:10])=[O:11], predict the reactants needed to synthesize it. The reactants are: [NH:1]([C:83]([O:85][C:86]([CH3:89])([CH3:88])[CH3:87])=[O:84])[C@H:2]([C:20]([NH:22][C@H:23]([C:41]([N:43]1[CH2:82][CH2:81][CH2:80][C@H:44]1[C:45]([NH:47][C@H:48]([C:50]([NH:52][C@H:53]([C:70]([O:72]CC1C=CC=CC=1)=[O:71])[CH2:54][CH2:55][CH2:56][CH2:57][NH:58][C:59]([O:61][CH2:62][C:63]1[CH:69]=[CH:68][CH:67]=[CH:66][C:64]=1[Cl:65])=[O:60])=[O:51])[CH3:49])=[O:46])=[O:42])[CH2:24][CH2:25][CH2:26][NH:27][C:28](=[NH:40])[NH:29][S:30]([C:33]1[CH:39]=[CH:38][C:36]([CH3:37])=[CH:35][CH:34]=1)(=[O:32])=[O:31])=[O:21])[CH2:3][CH2:4][CH2:5][NH:6][C:7](=[NH:19])[NH:8][S:9]([C:12]1[CH:18]=[CH:17][C:15]([CH3:16])=[CH:14][CH:13]=1)(=[O:11])=[O:10].[OH-].[Na+].C(Cl)(Cl)Cl.CO. (3) Given the product [Cl:1][C:2]1[CH:7]=[CH:6][C:5]([C:8]2[CH:13]=[CH:12][CH:11]=[CH:10][CH:9]=2)=[C:4]([CH2:14][C:15]([O:17][CH2:23][CH3:24])=[O:16])[CH:3]=1, predict the reactants needed to synthesize it. The reactants are: [Cl:1][C:2]1[CH:7]=[CH:6][C:5]([C:8]2[CH:13]=[CH:12][CH:11]=[CH:10][CH:9]=2)=[C:4]([CH2:14][C:15]([OH:17])=[O:16])[CH:3]=1.S(=O)(=O)(O)O.[CH2:23](O)[CH3:24]. (4) Given the product [C:1]([O:5][C:6](=[O:7])[NH:8][C@@H:9]([CH2:13][CH3:14])[C:10]([NH:15][C:16]1[CH:30]=[CH:29][CH:28]=[C:27]([Cl:31])[C:17]=1[C:18](=[O:19])[NH:20][C:21]1[CH:22]=[CH:23][CH:24]=[CH:25][CH:26]=1)=[O:12])([CH3:2])([CH3:3])[CH3:4], predict the reactants needed to synthesize it. The reactants are: [C:1]([O:5][C:6]([NH:8][C@@H:9]([CH2:13][CH3:14])[C:10]([OH:12])=O)=[O:7])([CH3:4])([CH3:3])[CH3:2].[NH2:15][C:16]1[CH:30]=[CH:29][CH:28]=[C:27]([Cl:31])[C:17]=1[C:18]([NH:20][C:21]1[CH:26]=[CH:25][CH:24]=[CH:23][CH:22]=1)=[O:19].CCN(C(C)C)C(C)C.CN(C(ON1N=NC2C=CC=NC1=2)=[N+](C)C)C.F[P-](F)(F)(F)(F)F. (5) Given the product [C:1]([C:3]1([CH2:16][CH2:17][O:18][S:29]([CH3:28])(=[O:31])=[O:30])[CH2:8][CH2:7][N:6]([C:9]([O:11][C:12]([CH3:13])([CH3:14])[CH3:15])=[O:10])[CH2:5][CH2:4]1)#[N:2], predict the reactants needed to synthesize it. The reactants are: [C:1]([C:3]1([CH2:16][CH2:17][OH:18])[CH2:8][CH2:7][N:6]([C:9]([O:11][C:12]([CH3:15])([CH3:14])[CH3:13])=[O:10])[CH2:5][CH2:4]1)#[N:2].C(N(C(C)C)CC)(C)C.[CH3:28][S:29](Cl)(=[O:31])=[O:30]. (6) Given the product [CH3:26][S:27][C:28]1[N:35]2[C:31]([S:32][C:33]([C:8]3[CH2:9][C@@H:5]4[C@@H:4]([C@H:2]([OH:1])[CH3:3])[C:24](=[O:25])[N:6]4[C:7]=3[C:11]([O:13][CH2:14][C:15]3[CH:16]=[CH:17][C:18]([N+:21]([O-:23])=[O:22])=[CH:19][CH:20]=3)=[O:12])=[CH:34]2)=[C:30]([S:49][CH3:50])[N:29]=1, predict the reactants needed to synthesize it. The reactants are: [OH:1][C@@H:2]([C@H:4]1[C:24](=[O:25])[N:6]2[C@@H:7]([C:11]([O:13][CH2:14][C:15]3[CH:20]=[CH:19][C:18]([N+:21]([O-:23])=[O:22])=[CH:17][CH:16]=3)=[O:12])[C:8](=O)[CH2:9][C@H:5]12)[CH3:3].[CH3:26][S:27][C:28]1[N:35]2[C:31]([S:32][C:33]([Sn](CCCC)(CCCC)CCCC)=[CH:34]2)=[C:30]([S:49][CH3:50])[N:29]=1.